Dataset: NCI-60 drug combinations with 297,098 pairs across 59 cell lines. Task: Regression. Given two drug SMILES strings and cell line genomic features, predict the synergy score measuring deviation from expected non-interaction effect. (1) Drug 1: C1CC(=O)NC(=O)C1N2CC3=C(C2=O)C=CC=C3N. Drug 2: CC(C)CN1C=NC2=C1C3=CC=CC=C3N=C2N. Cell line: A549. Synergy scores: CSS=7.67, Synergy_ZIP=-0.207, Synergy_Bliss=2.24, Synergy_Loewe=1.01, Synergy_HSA=1.13. (2) Drug 1: CC12CCC(CC1=CCC3C2CCC4(C3CC=C4C5=CN=CC=C5)C)O. Drug 2: CC12CCC3C(C1CCC2O)C(CC4=C3C=CC(=C4)O)CCCCCCCCCS(=O)CCCC(C(F)(F)F)(F)F. Cell line: SF-295. Synergy scores: CSS=7.16, Synergy_ZIP=-1.99, Synergy_Bliss=0.276, Synergy_Loewe=0.502, Synergy_HSA=0.492. (3) Drug 1: CC12CCC3C(C1CCC2O)C(CC4=C3C=CC(=C4)O)CCCCCCCCCS(=O)CCCC(C(F)(F)F)(F)F. Drug 2: C1=NNC2=C1C(=O)NC=N2. Cell line: SK-MEL-2. Synergy scores: CSS=11.7, Synergy_ZIP=-7.55, Synergy_Bliss=-7.64, Synergy_Loewe=-6.99, Synergy_HSA=-2.58.